From a dataset of Reaction yield outcomes from USPTO patents with 853,638 reactions. Predict the reaction yield, written as a fraction of the theoretical maximum amount of product (1.0 means a 100% yield; for example, 0.34 means a 34% yield). (1) The reactants are Br[C:2]1[S:3][CH:4]=[CH:5][C:6]=1[C:7]([O:9]C)=O.Cl.N[C:13]1[C:18]([C:19]#[N:20])=[CH:17][CH:16]=[CH:15][C:14]=1B(O)O.C([O-])(=O)C.[Na+].O.C[N:31](C=O)C. The catalyst is C1C=CC(P(C2C=CC=CC=2)[C-]2C=CC=C2)=CC=1.C1C=CC(P(C2C=CC=CC=2)[C-]2C=CC=C2)=CC=1.Cl[Pd]Cl.[Fe+2]. The product is [O:9]=[C:7]1[C:6]2[CH:5]=[CH:4][S:3][C:2]=2[C:15]2[CH:16]=[CH:17][C:18]([C:19]#[N:20])=[CH:13][C:14]=2[NH:31]1. The yield is 0.480. (2) The reactants are [Cl:1][C:2]1[N:3]=[C:4](Cl)[C:5]2[CH:10]=[CH:9][NH:8][C:6]=2[N:7]=1.[NH:12]1[CH2:17][CH2:16][O:15][CH2:14][CH2:13]1.CCN(CC)CC. The catalyst is C(Cl)Cl. The product is [Cl:1][C:2]1[N:3]=[C:4]([N:12]2[CH2:17][CH2:16][O:15][CH2:14][CH2:13]2)[C:5]2[CH:10]=[CH:9][NH:8][C:6]=2[N:7]=1. The yield is 0.680. (3) The reactants are Cl[C:2]1[N:3]=[N:4][CH:5]=[C:6]([Cl:8])[CH:7]=1.C([Sn](CCCC)(CCCC)[C:14]1[S:18][C:17]([C:19]([O:21][C:22]([CH3:25])([CH3:24])[CH3:23])=[O:20])=[CH:16][CH:15]=1)CCC.[F-].[Cs+].[F-].[K+]. The catalyst is O1CCOCC1.O.Cl[Cu].C1C=CC(P(C2C=CC=CC=2)[C-]2C=CC=C2)=CC=1.C1C=CC(P(C2C=CC=CC=2)[C-]2C=CC=C2)=CC=1.Cl[Pd]Cl.[Fe+2].CCOC(C)=O.C(Cl)Cl. The product is [Cl:8][C:6]1[CH:7]=[C:2]([C:14]2[S:18][C:17]([C:19]([O:21][C:22]([CH3:25])([CH3:24])[CH3:23])=[O:20])=[CH:16][CH:15]=2)[N:3]=[N:4][CH:5]=1. The yield is 0.490. (4) The reactants are [F:1][C:2]1[CH:3]=[CH:4][C:5]2[S:9][CH:8]=[C:7]([CH:10](O)[CH2:11][CH2:12][N:13]([CH:17]3[CH2:26][C:25]4[C:20](=[CH:21][CH:22]=[CH:23][C:24]=4[O:27][CH3:28])[O:19][CH2:18]3)[CH2:14][CH2:15][CH3:16])[C:6]=2[CH:30]=1.C([SiH](CC)CC)C.FC(F)(F)C(O)=O. The catalyst is C(Cl)Cl. The product is [F:1][C:2]1[CH:3]=[CH:4][C:5]2[S:9][CH:8]=[C:7]([CH2:10][CH2:11][CH2:12][N:13]([CH2:14][CH2:15][CH3:16])[CH:17]3[CH2:26][C:25]4[C:20](=[CH:21][CH:22]=[CH:23][C:24]=4[O:27][CH3:28])[O:19][CH2:18]3)[C:6]=2[CH:30]=1. The yield is 0.230. (5) The reactants are [CH3:1][N:2]1[CH2:6][CH2:5][CH2:4][C@H:3]1[C:7]1[CH:8]=[C:9]([CH2:13][CH2:14][CH2:15][NH:16][C:17]([C@H:19]2[CH2:24][CH2:23][C@H:22]([NH:25]C(=O)OC(C)(C)C)[CH2:21][CH2:20]2)=[O:18])[CH:10]=[N:11][CH:12]=1.FC(F)(F)C(O)=O. The catalyst is C(Cl)Cl. The product is [NH2:25][C@H:22]1[CH2:21][CH2:20][C@H:19]([C:17]([NH:16][CH2:15][CH2:14][CH2:13][C:9]2[CH:10]=[N:11][CH:12]=[C:7]([C@@H:3]3[CH2:4][CH2:5][CH2:6][N:2]3[CH3:1])[CH:8]=2)=[O:18])[CH2:24][CH2:23]1. The yield is 0.970. (6) The reactants are FC1C(F)=C2C(C=NC(C)=N2)=C(N=CC(C(F)(F)F)(O)CC(C2C=CC(F)=CC=2OC)CC)C=1.[F:35][C:36]1[C:45]([F:46])=[C:44]2[C:39]([CH:40]=[N:41][C:42]([CH3:47])=[N:43]2)=[C:38]([N:48]=[CH:49][C:50]([C:65]([F:68])([F:67])[F:66])([OH:64])[CH:51]([CH3:63])[CH:52]([C:54]2[CH:59]=[CH:58][C:57]([F:60])=[CH:56][C:55]=2[O:61]C)[CH3:53])[CH:37]=1.B(Br)(Br)Br. No catalyst specified. The product is [F:35][C:36]1[C:45]([F:46])=[C:44]2[C:39]([CH:40]=[N:41][C:42]([CH3:47])=[N:43]2)=[C:38]([NH:48][CH:49]2[C:50]([C:65]([F:68])([F:67])[F:66])([OH:64])[CH:51]([CH3:63])[CH:52]([CH3:53])[C:54]3[C:55]([OH:61])=[CH:56][C:57]([F:60])=[CH:58][C:59]2=3)[CH:37]=1. The yield is 0.176. (7) The reactants are [Cl:1][C:2]1[C:3]([CH2:10][NH:11][CH2:12][C:13]2[N:18]=[CH:17][C:16]([OH:19])=[CH:15][CH:14]=2)=[N:4][C:5]([CH3:9])=[N:6][C:7]=1[CH3:8].C(=O)([O-])[O-].[K+].[K+].Cl[C:27]1[CH:28]=[CH:29][C:30]2[N:31]([C:33]([N+:36]([O-:38])=[O:37])=[CH:34][N:35]=2)[N:32]=1.O. The catalyst is CN(C)C=O. The product is [Cl:1][C:2]1[C:3]([CH2:10][NH:11][CH2:12][C:13]2[CH:14]=[CH:15][C:16]([O:19][C:27]3[CH:28]=[CH:29][C:30]4[N:31]([C:33]([N+:36]([O-:38])=[O:37])=[CH:34][N:35]=4)[N:32]=3)=[CH:17][N:18]=2)=[N:4][C:5]([CH3:9])=[N:6][C:7]=1[CH3:8]. The yield is 0.790. (8) The reactants are [CH:1]1([C:7]([CH:9]([C:13]2[CH:18]=[CH:17][CH:16]=[CH:15][CH:14]=2)[CH2:10][CH:11]=O)=[O:8])[CH2:6][CH2:5][CH2:4][CH2:3][CH2:2]1.[N:19]1[CH:24]=[CH:23][CH:22]=[CH:21][C:20]=1[N:25]1[CH2:30][CH2:29][NH:28][CH2:27][CH2:26]1.[Na]. The product is [N:19]1[CH:24]=[CH:23][CH:22]=[CH:21][C:20]=1[N:25]1[CH2:26][CH2:27][N:28]([CH2:11][CH2:10][CH:9]([C:7]([CH:1]2[CH2:6][CH2:5][CH2:4][CH2:3][CH2:2]2)=[O:8])[C:13]2[CH:18]=[CH:17][CH:16]=[CH:15][CH:14]=2)[CH2:29][CH2:30]1. No catalyst specified. The yield is 0.780. (9) The reactants are [N:1]1([C:7]2[CH:14]=[CH:13][C:10]([CH:11]=O)=[C:9]([C:15]([F:18])([F:17])[F:16])[CH:8]=2)[CH2:6][CH2:5][O:4][CH2:3][CH2:2]1.[CH3:19][C@H:20]1[CH2:25][NH:24][CH2:23][CH2:22][N:21]1[C:26]([O:28][C:29]([CH3:32])([CH3:31])[CH3:30])=[O:27].ClCCCl.C(O[BH-](OC(=O)C)OC(=O)C)(=O)C.[Na+]. The catalyst is O. The product is [CH3:19][C@H:20]1[CH2:25][N:24]([CH2:11][C:10]2[CH:13]=[CH:14][C:7]([N:1]3[CH2:6][CH2:5][O:4][CH2:3][CH2:2]3)=[CH:8][C:9]=2[C:15]([F:18])([F:17])[F:16])[CH2:23][CH2:22][N:21]1[C:26]([O:28][C:29]([CH3:30])([CH3:32])[CH3:31])=[O:27]. The yield is 0.990. (10) The product is [O:4]=[C:2]([CH:14]1[C:13](=[O:16])[CH2:12][O:11][CH2:15]1)[C:1]([O:8][CH2:9][CH3:10])=[O:7]. The yield is 0.0500. The reactants are [C:1]([O:8][CH2:9][CH3:10])(=[O:7])[C:2]([O:4]CC)=O.[O:11]1[CH2:15][CH2:14][C:13](=[O:16])[CH2:12]1. No catalyst specified.